From a dataset of Full USPTO retrosynthesis dataset with 1.9M reactions from patents (1976-2016). Predict the reactants needed to synthesize the given product. (1) Given the product [CH2:1]([O:3][C:4](=[O:15])[C:5]1[CH:10]=[CH:9][C:8]([S:11](=[O:13])(=[O:12])[NH:16][C:17]2[CH:22]=[CH:21][C:20]([CH:23]([CH3:37])[C:24]([C:30]3[CH:35]=[CH:34][N:33]=[C:32]([Cl:36])[CH:31]=3)([OH:29])[C:25]([F:26])([F:27])[F:28])=[C:19]([Cl:38])[CH:18]=2)=[CH:7][CH:6]=1)[CH3:2], predict the reactants needed to synthesize it. The reactants are: [CH2:1]([O:3][C:4](=[O:15])[C:5]1[CH:10]=[CH:9][C:8]([S:11](Cl)(=[O:13])=[O:12])=[CH:7][CH:6]=1)[CH3:2].[NH2:16][C:17]1[CH:22]=[CH:21][C:20]([CH:23]([CH3:37])[C:24]([C:30]2[CH:35]=[CH:34][N:33]=[C:32]([Cl:36])[CH:31]=2)([OH:29])[C:25]([F:28])([F:27])[F:26])=[C:19]([Cl:38])[CH:18]=1. (2) Given the product [Cl:1][C:2]1[CH:7]=[C:6]([I:14])[C:5]([O:8][CH3:9])=[CH:4][C:3]=1[C:10]([F:11])([F:12])[F:13], predict the reactants needed to synthesize it. The reactants are: [Cl:1][C:2]1[CH:7]=[CH:6][C:5]([O:8][CH3:9])=[CH:4][C:3]=1[C:10]([F:13])([F:12])[F:11].[I:14]I. (3) Given the product [F:1][C:2]1[CH:9]=[C:8]([O:19][C:16]2[CH:17]=[CH:18][C:13]([O:12][CH3:11])=[CH:14][CH:15]=2)[CH:7]=[CH:6][C:3]=1[CH:4]=[O:5], predict the reactants needed to synthesize it. The reactants are: [F:1][C:2]1[CH:9]=[C:8](F)[CH:7]=[CH:6][C:3]=1[CH:4]=[O:5].[CH3:11][O:12][C:13]1[CH:18]=[CH:17][C:16]([OH:19])=[CH:15][CH:14]=1. (4) The reactants are: [N+:1]([C:4]1[CH:13]=[C:12]2[C:7]([CH2:8][CH2:9][CH2:10][N:11]2[C:14](=[O:16])[CH3:15])=[CH:6][CH:5]=1)([O-])=O. Given the product [NH2:1][C:4]1[CH:13]=[C:12]2[C:7]([CH2:8][CH2:9][CH2:10][N:11]2[C:14](=[O:16])[CH3:15])=[CH:6][CH:5]=1, predict the reactants needed to synthesize it. (5) Given the product [CH2:15]([S:19][CH:12]([CH3:13])[CH2:11][C:10]([C@@H:3]1[C:4]([CH3:8])([CH3:9])[CH2:5][CH:6]=[CH:7][C@H:2]1[CH3:1])=[O:14])[CH2:16][CH2:17][CH3:18], predict the reactants needed to synthesize it. The reactants are: [CH3:1][C@@H:2]1[CH:7]=[CH:6][CH2:5][C:4]([CH3:9])([CH3:8])[C@H:3]1[C:10](=[O:14])/[CH:11]=[CH:12]/[CH3:13].[CH2:15]([SH:19])[CH2:16][CH2:17][CH3:18]. (6) Given the product [NH2:1][C:2]1[N:3]=[C:4]([NH:36][CH2:35][CH2:34][S:23]([C:26]2[CH:27]=[CH:28][CH:29]=[CH:30][CH:31]=2)(=[O:24])=[O:25])[C:5]([C:13]#[N:14])=[C:6]([C:8]2[O:9][CH:10]=[CH:11][CH:12]=2)[N:7]=1, predict the reactants needed to synthesize it. The reactants are: [NH2:1][C:2]1[N:7]=[C:6]([C:8]2[O:9][CH:10]=[CH:11][CH:12]=2)[C:5]([C:13]#[N:14])=[C:4](S(C)=O)[N:3]=1.Cl.NCCN[S:23]([C:26]1[CH:31]=[CH:30][CH:29]=[CH:28][CH:27]=1)(=[O:25])=[O:24].C1CCN2[C:35](=[N:36]CCC2)[CH2:34]C1. (7) The reactants are: C[Al](C)C.[CH3:5]CCCCC.CNCCNC.[C:17]([C:19]1[CH:20]=[C:21]([CH:26]=[C:27]([O:29][CH2:30][CH2:31][O:32][CH3:33])[CH:28]=1)[C:22]([O:24]C)=O)#[N:18]. Given the product [C:22]([C:21]1[CH:20]=[C:19]([CH:28]=[C:27]([O:29][CH2:30][CH2:31][O:32][CH3:33])[CH:26]=1)[C:17]#[N:18])(=[O:24])[CH3:5], predict the reactants needed to synthesize it.